This data is from Peptide-MHC class I binding affinity with 185,985 pairs from IEDB/IMGT. The task is: Regression. Given a peptide amino acid sequence and an MHC pseudo amino acid sequence, predict their binding affinity value. This is MHC class I binding data. (1) The peptide sequence is EELITDVEFL. The MHC is HLA-B40:01 with pseudo-sequence HLA-B40:01. The binding affinity (normalized) is 0.256. (2) The MHC is HLA-B58:01 with pseudo-sequence HLA-B58:01. The binding affinity (normalized) is 0.569. The peptide sequence is YTVRGTGKY. (3) The peptide sequence is RTFGCSWEF. The MHC is HLA-B15:17 with pseudo-sequence HLA-B15:17. The binding affinity (normalized) is 0.808.